From a dataset of Reaction yield outcomes from USPTO patents with 853,638 reactions. Predict the reaction yield, written as a fraction of the theoretical maximum amount of product (1.0 means a 100% yield; for example, 0.34 means a 34% yield). The reactants are [NH:1]1[CH2:6][CH2:5][O:4][CH2:3][CH2:2]1.[CH3:7][O:8][C:9]1[CH:16]=[CH:15][CH:14]=[CH:13][C:10]=1[CH:11]=O.C([Cl:20])(=O)C. No catalyst specified. The product is [Cl-:20].[CH3:7][O:8][C:9]1[CH:16]=[CH:15][CH:14]=[CH:13][C:10]=1[CH:11]=[N+:1]1[CH2:6][CH2:5][O:4][CH2:3][CH2:2]1. The yield is 0.380.